From a dataset of Peptide-MHC class I binding affinity with 185,985 pairs from IEDB/IMGT. Regression. Given a peptide amino acid sequence and an MHC pseudo amino acid sequence, predict their binding affinity value. This is MHC class I binding data. The MHC is HLA-A68:02 with pseudo-sequence HLA-A68:02. The peptide sequence is ETAKVIKLV. The binding affinity (normalized) is 0.355.